The task is: Predict the reactants needed to synthesize the given product.. This data is from Full USPTO retrosynthesis dataset with 1.9M reactions from patents (1976-2016). Given the product [Cl:1][C:2]1[CH:10]=[C:9]2[C:5]([CH2:6][CH2:7][NH:8]2)=[CH:4][CH:3]=1, predict the reactants needed to synthesize it. The reactants are: [Cl:1][C:2]1[CH:10]=[C:9]2[C:5]([CH:6]=[CH:7][NH:8]2)=[CH:4][CH:3]=1.C([BH3-])#N.[Na+].[OH-].[Na+].